From a dataset of Full USPTO retrosynthesis dataset with 1.9M reactions from patents (1976-2016). Predict the reactants needed to synthesize the given product. (1) Given the product [CH2:6]([N:5]([CH2:4][CH2:3][C:2]#[N:1])[CH2:19][CH2:20][C:21]#[N:22])[CH2:7][CH2:8][CH2:9][N:10]([CH2:11][CH2:12][C:13]#[N:14])[CH2:15][CH2:16][C:17]#[N:18], predict the reactants needed to synthesize it. The reactants are: [NH2:1][CH2:2][CH2:3][CH2:4][N:5]([CH2:19][CH2:20][CH2:21][NH2:22])[CH2:6][CH2:7][CH2:8][CH2:9][N:10]([CH2:15][CH2:16][CH2:17][NH2:18])[CH2:11][CH2:12][CH2:13][NH2:14].NCCCCN.C(#N)C=C.[OH-].[K+]. (2) Given the product [CH2:14]([O:13][C:11]1[CH:12]=[C:7]([C:4]([CH3:6])([CH3:5])[C:3]([OH:31])=[O:2])[CH:8]=[C:9]([C:21]2[CH:26]=[CH:25][C:24]([C:27]([F:29])([F:30])[F:28])=[CH:23][CH:22]=2)[CH:10]=1)[C:15]1[CH:16]=[CH:17][CH:18]=[CH:19][CH:20]=1, predict the reactants needed to synthesize it. The reactants are: C[O:2][C:3](=[O:31])[C:4]([C:7]1[CH:8]=[C:9]([C:21]2[CH:26]=[CH:25][C:24]([C:27]([F:30])([F:29])[F:28])=[CH:23][CH:22]=2)[CH:10]=[C:11]([O:13][CH2:14][C:15]2[CH:20]=[CH:19][CH:18]=[CH:17][CH:16]=2)[CH:12]=1)([CH3:6])[CH3:5].[OH-].[K+].C(O)(=O)CC(CC(O)=O)(C(O)=O)O. (3) Given the product [N:1]1([C:6]2[CH:7]=[C:8]([C:12]3[N:17]=[C:16]([N:18]4[CH2:19][CH2:20][CH:21]([CH2:24][NH:25][C:26](=[O:43])[C:27]5[CH:28]=[C:29]([O:35][CH3:36])[CH:30]=[C:31]([OH:33])[CH:32]=5)[CH2:22][CH2:23]4)[CH:15]=[CH:14][N:13]=3)[CH:9]=[CH:10][CH:11]=2)[CH:5]=[CH:4][CH:3]=[N:2]1, predict the reactants needed to synthesize it. The reactants are: [N:1]1([C:6]2[CH:7]=[C:8]([C:12]3[N:17]=[C:16]([N:18]4[CH2:23][CH2:22][CH:21]([CH2:24][NH:25][C:26](=[O:43])[C:27]5[CH:32]=[C:31]([O:33]C)[CH:30]=[C:29]([O:35][CH2:36]C6C=CC=CC=6)[CH:28]=5)[CH2:20][CH2:19]4)[CH:15]=[CH:14][N:13]=3)[CH:9]=[CH:10][CH:11]=2)[CH:5]=[CH:4][CH:3]=[N:2]1.C([O-])=O.[NH4+]. (4) Given the product [ClH:28].[CH3:25][C@:15]12[C@H:21]3[CH2:22][C@H:19]([C:20]3([CH3:23])[CH3:24])[CH2:18][C@H:16]1[O:17][B:13]([C@@H:8]([NH2:3])[CH2:9][CH:10]([CH3:12])[CH3:11])[O:14]2, predict the reactants needed to synthesize it. The reactants are: C[Si](C)(C)[N:3]([C@H:8]([B:13]1[O:17][C@@H:16]2[CH2:18][C@@H:19]3[CH2:22][C@H:21]([C@:15]2([CH3:25])[O:14]1)[C:20]3([CH3:24])[CH3:23])[CH2:9][CH:10]([CH3:12])[CH3:11])[Si](C)(C)C.[ClH:28]. (5) Given the product [Br:1][C:2]1[CH:3]=[C:4]([C:8]2([C:10]3[CH:12]=[CH:17][CH:16]=[CH:15][CH:14]=3)[NH:22][C:20](=[S:21])[N:19]([CH3:26])[C:18]2=[O:23])[CH:5]=[CH:6][CH:7]=1, predict the reactants needed to synthesize it. The reactants are: [Br:1][C:2]1[CH:3]=[C:4]([C:8]([C:10]([C:12]2[CH:17]=[CH:16][CH:15]=[CH:14]C=2)=O)=O)[CH:5]=[CH:6][CH:7]=1.[CH3:18][NH:19][C:20]([NH2:22])=[S:21].[OH-:23].[K+].Cl.[CH3:26]S(C)=O.